Task: Predict the reactants needed to synthesize the given product.. Dataset: Full USPTO retrosynthesis dataset with 1.9M reactions from patents (1976-2016) (1) Given the product [CH3:1][O:2][CH2:3][O:4][C:5]1[CH:10]=[C:9]([O:11][CH2:12][O:13][CH3:14])[CH:8]=[CH:7][C:6]=1[C:15]1[CH2:20][CH2:19][CH2:18][C:17](=[N:23][OH:24])[CH:16]=1, predict the reactants needed to synthesize it. The reactants are: [CH3:1][O:2][CH2:3][O:4][C:5]1[CH:10]=[C:9]([O:11][CH2:12][O:13][CH3:14])[CH:8]=[CH:7][C:6]=1[C:15]1[CH2:20][CH2:19][CH2:18][C:17](=O)[CH:16]=1.Cl.[NH2:23][OH:24].C(N(CC)CC)C. (2) The reactants are: C([O:4][C@@H:5]1[C@@H:10]([O:11]C(=O)C)[C@@H:9]([O:15]C(=O)C)[C@@H:8]([CH2:19][O:20]C(=O)C)[O:7][C@H:6]1[O:24][C:25]1[C:29]([CH2:30][C:31]2[CH:36]=[CH:35][C:34]([O:37][CH2:38][CH2:39][CH2:40]O)=[CH:33][C:32]=2[CH3:42])=[C:28]([CH:43]([CH3:45])[CH3:44])[NH:27][N:26]=1)(=O)C.[NH2:46][C:47]([CH3:53])([CH3:52])[CH2:48][C:49]([NH2:51])=[O:50].NC(C)(C)C(NCCO)=O. Given the product [C:49]([CH2:48][C:47]([NH:46][CH2:40][CH2:39][CH2:38][O:37][C:34]1[CH:35]=[CH:36][C:31]([CH2:30][C:29]2[C:25]([O:24][C@@H:6]3[O:7][C@H:8]([CH2:19][OH:20])[C@H:9]([OH:15])[C@H:10]([OH:11])[C@H:5]3[OH:4])=[N:26][NH:27][C:28]=2[CH:43]([CH3:45])[CH3:44])=[C:32]([CH3:42])[CH:33]=1)([CH3:53])[CH3:52])(=[O:50])[NH2:51], predict the reactants needed to synthesize it. (3) Given the product [C:1]([NH:9][C:10]1[CH:11]=[CH:12][C:13]([NH:16][C:17]2[CH:26]=[CH:25][N:24]=[C:23]3[C:18]=2[C:19]2[CH:31]=[CH:30][C:29]([C:32]([OH:34])=[O:33])=[CH:28][C:20]=2[C:21](=[O:27])[NH:22]3)=[CH:14][CH:15]=1)(=[O:8])[C:2]1[CH:3]=[CH:4][CH:5]=[CH:6][CH:7]=1, predict the reactants needed to synthesize it. The reactants are: [C:1]([NH:9][C:10]1[CH:15]=[CH:14][C:13]([NH:16][C:17]2[CH:26]=[CH:25][N:24]=[C:23]3[C:18]=2[C:19]2[CH:31]=[CH:30][C:29]([C:32]([O:34]C)=[O:33])=[CH:28][C:20]=2[C:21](=[O:27])[NH:22]3)=[CH:12][CH:11]=1)(=[O:8])[C:2]1[CH:7]=[CH:6][CH:5]=[CH:4][CH:3]=1.[Li+].[OH-].O. (4) Given the product [CH:3]1([N:6]2[C:7]([S:17][CH3:2])=[N:8][N:9]=[C:10]2[C:11]2[CH:16]=[CH:15][N:14]=[CH:13][CH:12]=2)[CH2:5][CH2:4]1, predict the reactants needed to synthesize it. The reactants are: I[CH3:2].[CH:3]1([N:6]2[C:10]([C:11]3[CH:16]=[CH:15][N:14]=[CH:13][CH:12]=3)=[N:9][N:8]=[C:7]2[SH:17])[CH2:5][CH2:4]1. (5) The reactants are: Br[CH2:2][C:3]1[CH:12]=[CH:11][CH:10]=[C:9]([N+:13]([O-:15])=[O:14])[C:4]=1[C:5]([O:7][CH3:8])=[O:6].C[N+]1([O-])CC[O:20]CC1. Given the product [CH:2]([C:3]1[CH:12]=[CH:11][CH:10]=[C:9]([N+:13]([O-:15])=[O:14])[C:4]=1[C:5]([O:7][CH3:8])=[O:6])=[O:20], predict the reactants needed to synthesize it. (6) Given the product [C:1]1([N:11]2[C:12]([SH:13])=[N:16][N:15]=[N:14]2)[C:10]2[C:5](=[CH:6][CH:7]=[CH:8][CH:9]=2)[CH:4]=[CH:3][CH:2]=1, predict the reactants needed to synthesize it. The reactants are: [C:1]1([N:11]=[C:12]=[S:13])[C:10]2[C:5](=[CH:6][CH:7]=[CH:8][CH:9]=2)[CH:4]=[CH:3][CH:2]=1.[N-:14]=[N+:15]=[N-:16].[Na+].Cl. (7) Given the product [CH3:15][O:16][C:17]1[CH:24]=[C:23]([O:25][CH3:26])[C:22]([C:27]2[N:28]([CH3:36])[C:29]3[C:34]([CH:35]=2)=[CH:33][CH:32]=[CH:31][CH:30]=3)=[CH:21][C:18]=1/[CH:19]=[CH:2]/[C:1]([C:4]1[CH:5]=[CH:6][C:7]([S:10]([NH:13][CH3:14])(=[O:12])=[O:11])=[CH:8][CH:9]=1)=[O:3], predict the reactants needed to synthesize it. The reactants are: [C:1]([C:4]1[CH:9]=[CH:8][C:7]([S:10]([NH:13][CH3:14])(=[O:12])=[O:11])=[CH:6][CH:5]=1)(=[O:3])[CH3:2].[CH3:15][O:16][C:17]1[CH:24]=[C:23]([O:25][CH3:26])[C:22]([C:27]2[N:28]([CH3:36])[C:29]3[C:34]([CH:35]=2)=[CH:33][CH:32]=[CH:31][CH:30]=3)=[CH:21][C:18]=1[CH:19]=O. (8) Given the product [CH3:33][O:32][C:30]1[CH:31]=[C:26]([CH2:25][O:24][C:14]2[CH:13]=[C:12]([NH:11][C:49]([C:46]3[CH:45]=[CH:44][C:43]([N:40]4[CH2:39][CH2:38][N:37]([CH3:36])[CH2:42][CH2:41]4)=[CH:48][N:47]=3)=[O:50])[NH:16][N:15]=2)[CH:27]=[C:28]([O:34][CH3:35])[CH:29]=1, predict the reactants needed to synthesize it. The reactants are: C[Si]([N-][Si](C)(C)C)(C)C.[Na+].[NH2:11][C:12]1[N:16](C(OC(C)(C)C)=O)[N:15]=[C:14]([O:24][CH2:25][C:26]2[CH:31]=[C:30]([O:32][CH3:33])[CH:29]=[C:28]([O:34][CH3:35])[CH:27]=2)[CH:13]=1.[CH3:36][N:37]1[CH2:42][CH2:41][N:40]([C:43]2[CH:44]=[CH:45][C:46]([C:49](OC)=[O:50])=[N:47][CH:48]=2)[CH2:39][CH2:38]1.[NH4+].[Cl-]. (9) The reactants are: [C:1]([C:4]1[CH:9]=[CH:8][C:7]([N:10]2[C:15](=[O:16])[C:14]([CH2:17][C:18]3[CH:23]=[CH:22][C:21]([C:24]4[C:25]([C:30]#[N:31])=[CH:26][CH:27]=[CH:28][CH:29]=4)=[CH:20][CH:19]=3)=[C:13]([CH2:32][CH2:33][CH3:34])[N:12]=[C:11]2[CH2:35][CH3:36])=[CH:6][CH:5]=1)(=[O:3])[CH3:2].[CH3:37][Li].[Cl-].[NH4+]. Given the product [CH2:35]([C:11]1[N:10]([C:7]2[CH:6]=[CH:5][C:4]([C:1]([OH:3])([CH3:37])[CH3:2])=[CH:9][CH:8]=2)[C:15](=[O:16])[C:14]([CH2:17][C:18]2[CH:23]=[CH:22][C:21]([C:24]3[C:25]([C:30]#[N:31])=[CH:26][CH:27]=[CH:28][CH:29]=3)=[CH:20][CH:19]=2)=[C:13]([CH2:32][CH2:33][CH3:34])[N:12]=1)[CH3:36], predict the reactants needed to synthesize it. (10) Given the product [CH:11]1[C:12]2[C:13]3[C:3](=[CH:2][CH:16]=[CH:15][CH:14]=3)[C:4](=[O:5])[NH:6][C:7]=2[CH:8]=[CH:9][CH:10]=1, predict the reactants needed to synthesize it. The reactants are: Br[C:2]1[CH:16]=[CH:15][CH:14]=[CH:13][C:3]=1[C:4]([NH:6][C:7]1[CH:12]=[CH:11][CH:10]=[CH:9][CH:8]=1)=[O:5].C(=O)([O-])[O-].[Na+].[Na+].O.